This data is from Full USPTO retrosynthesis dataset with 1.9M reactions from patents (1976-2016). The task is: Predict the reactants needed to synthesize the given product. (1) The reactants are: [Mn]([O-])(=O)(=O)=[O:2].[K+].[Br:7][C:8]1[S:9][C:10]([CH:14]=[O:15])=[C:11]([Br:13])[N:12]=1. Given the product [Br:7][C:8]1[S:9][C:10]([C:14]([OH:2])=[O:15])=[C:11]([Br:13])[N:12]=1, predict the reactants needed to synthesize it. (2) Given the product [CH2:1]([O:8][CH:9]1[CH2:10][CH2:11][C:12]([C:16]([C:18]2[C:26]3[C:21](=[N:22][CH:23]=[CH:24][N:25]=3)[NH:20][CH:19]=2)=[O:17])([CH3:15])[CH2:13][CH2:14]1)[C:2]1[CH:3]=[CH:4][CH:5]=[CH:6][CH:7]=1, predict the reactants needed to synthesize it. The reactants are: [CH2:1]([O:8][CH:9]1[CH2:14][CH2:13][C:12]([C:16]([C:18]2[C:26]3[C:21](=[N:22][CH:23]=[C:24](Br)[N:25]=3)[NH:20][CH:19]=2)=[O:17])([CH3:15])[CH2:11][CH2:10]1)[C:2]1[CH:7]=[CH:6][CH:5]=[CH:4][CH:3]=1.[OH-].[K+].